From a dataset of Forward reaction prediction with 1.9M reactions from USPTO patents (1976-2016). Predict the product of the given reaction. (1) Given the reactants C(OC([NH:8][C@@H:9]([CH:60]([CH3:62])[CH3:61])[C:10]([NH:12][C@@H:13]([CH:57]([CH3:59])[CH3:58])[C:14]([O:16][CH2:17][C:18]([N:20]1[CH2:25][CH2:24][N:23]([CH2:26][C:27]2[CH:28]=[N:29][C:30]([C:33]3[S:41][C:40]4[C:35](=[N:36][CH:37]=[CH:38][C:39]=4[O:42][C:43]4[CH:48]=[CH:47][C:46]([NH:49][C:50]([NH:52][CH:53]5[CH2:55][CH2:54]5)=[O:51])=[CH:45][C:44]=4[F:56])[CH:34]=3)=[CH:31][CH:32]=2)[CH2:22][CH2:21]1)=[O:19])=[O:15])=[O:11])=O)(C)(C)C.Cl, predict the reaction product. The product is: [NH2:8][C@@H:9]([CH:60]([CH3:62])[CH3:61])[C:10]([NH:12][C@@H:13]([CH:57]([CH3:58])[CH3:59])[C:14]([O:16][CH2:17][C:18]([N:20]1[CH2:25][CH2:24][N:23]([CH2:26][C:27]2[CH:28]=[N:29][C:30]([C:33]3[S:41][C:40]4[C:35](=[N:36][CH:37]=[CH:38][C:39]=4[O:42][C:43]4[CH:48]=[CH:47][C:46]([NH:49][C:50]([NH:52][CH:53]5[CH2:55][CH2:54]5)=[O:51])=[CH:45][C:44]=4[F:56])[CH:34]=3)=[CH:31][CH:32]=2)[CH2:22][CH2:21]1)=[O:19])=[O:15])=[O:11]. (2) Given the reactants [O:1]1[CH:5]=[CH:4][C:3]([C:6]2[CH:12]=[CH:11][C:9]([NH2:10])=[CH:8][CH:7]=2)=[CH:2]1.[Cl:13][C:14]1[CH:19]=[CH:18][C:17]([NH:20][C:21](=[O:28])[CH2:22][O:23][CH2:24][C:25](O)=[O:26])=[C:16]([C:29]([O:31]C)=[O:30])[CH:15]=1, predict the reaction product. The product is: [Cl:13][C:14]1[CH:19]=[CH:18][C:17]([NH:20][C:21](=[O:28])[CH2:22][O:23][CH2:24][C:25]([NH:10][C:9]2[CH:11]=[CH:12][C:6]([C:3]3[CH:4]=[CH:5][O:1][CH:2]=3)=[CH:7][CH:8]=2)=[O:26])=[C:16]([CH:15]=1)[C:29]([OH:31])=[O:30]. (3) Given the reactants Br[C:2]1[S:3][CH:4]=[CH:5][C:6]=1[Br:7].[CH2:8]([C:10]1[CH:17]=[CH:16][C:13]([CH:14]=[O:15])=[CH:12][CH:11]=1)[CH3:9], predict the reaction product. The product is: [Br:7][C:6]1[CH:5]=[CH:4][S:3][C:2]=1[CH:14]([C:13]1[CH:16]=[CH:17][C:10]([CH2:8][CH3:9])=[CH:11][CH:12]=1)[OH:15].